Dataset: Reaction yield outcomes from USPTO patents with 853,638 reactions. Task: Predict the reaction yield, written as a fraction of the theoretical maximum amount of product (1.0 means a 100% yield; for example, 0.34 means a 34% yield). (1) The reactants are Br[CH2:2][C:3]1[CH:4]=[C:5]2[C:10](=[CH:11][CH:12]=1)[N:9]=[CH:8][CH:7]=[N:6]2.[C-:13]#[N:14].[Na+]. The catalyst is C(O)C. The product is [N:9]1[C:10]2[C:5](=[CH:4][C:3]([CH2:2][C:13]#[N:14])=[CH:12][CH:11]=2)[N:6]=[CH:7][CH:8]=1. The yield is 0.230. (2) The reactants are [F:1][C:2]1([F:23])[O:6][C:5]2[CH:7]=[CH:8][CH:9]=[C:10]([N:11]3[CH:16]=[C:15]([O:17][CH3:18])[C:14](=[O:19])[C:13]([C:20](O)=[O:21])=[N:12]3)[C:4]=2[O:3]1.C1C=CC2N(O)N=NC=2C=1.CCN=C=NCCCN(C)C.Cl.[CH3:46][NH:47][O:48][CH3:49].CCN(CC)CC. The catalyst is CN(C=O)C.O. The product is [F:23][C:2]1([F:1])[O:6][C:5]2[CH:7]=[CH:8][CH:9]=[C:10]([N:11]3[CH:16]=[C:15]([O:17][CH3:18])[C:14](=[O:19])[C:13]([C:20]([N:47]([O:48][CH3:49])[CH3:46])=[O:21])=[N:12]3)[C:4]=2[O:3]1. The yield is 0.620. (3) The reactants are [CH3:1][S:2][C:3]1[CH:8]=[CH:7][C:6]([CH2:9][C:10]([OH:12])=[O:11])=[CH:5][CH:4]=1.S(=O)(=O)(O)O.[CH3:18]O. No catalyst specified. The product is [CH3:18][O:11][C:10](=[O:12])[CH2:9][C:6]1[CH:5]=[CH:4][C:3]([S:2][CH3:1])=[CH:8][CH:7]=1. The yield is 0.980. (4) The reactants are [CH3:1][O:2][CH2:3][O:4][C:5]1[CH:10]=[C:9]([CH2:11][CH2:12][O:13][CH3:14])[CH:8]=[C:7]([O:15][CH2:16][O:17][CH3:18])[CH:6]=1.[Br:19]N1C(=O)CCC1=O.O. The catalyst is CN(C)C=O. The yield is 0.870. The product is [CH3:18][O:17][CH2:16][O:15][C:7]1[C:8]([Br:19])=[C:9]([CH2:11][CH2:12][O:13][CH3:14])[CH:10]=[C:5]([O:4][CH2:3][O:2][CH3:1])[CH:6]=1. (5) The reactants are [C:1]([O:5][C:6]([C:8]1[CH:9]=[C:10]([C:14]2[C:15]([N+:35]([O-])=O)=[CH:16][C:17]3[O:21][C:20]([C:22]4[CH:27]=[CH:26][C:25]([F:28])=[CH:24][CH:23]=4)=[C:19]([C:29]([O:31][CH2:32][CH3:33])=[O:30])[C:18]=3[CH:34]=2)[CH:11]=[CH:12][CH:13]=1)=[O:7])([CH3:4])([CH3:3])[CH3:2]. The catalyst is CCO.CC(O)=O.CCOC(C)=O.[Fe]. The product is [NH2:35][C:15]1[C:14]([C:10]2[CH:11]=[CH:12][CH:13]=[C:8]([C:6]([O:5][C:1]([CH3:2])([CH3:4])[CH3:3])=[O:7])[CH:9]=2)=[CH:34][C:18]2[C:19]([C:29]([O:31][CH2:32][CH3:33])=[O:30])=[C:20]([C:22]3[CH:23]=[CH:24][C:25]([F:28])=[CH:26][CH:27]=3)[O:21][C:17]=2[CH:16]=1. The yield is 0.960. (6) The reactants are [CH2:1]([O:8][C:9]1[C:18]2[C:13](=[CH:14][CH:15]=[CH:16][CH:17]=2)[C:12]([Cl:19])=[CH:11][C:10]=1[CH2:20][CH:21]([OH:24])[CH2:22][OH:23])[C:2]1[CH:7]=[CH:6][CH:5]=[CH:4][CH:3]=1.[C:25]1([CH3:35])[CH:30]=[CH:29][C:28]([S:31](Cl)(=[O:33])=[O:32])=[CH:27][CH:26]=1.CC1C=CC(S(OCC2OC3C4CCCC=4C(C)=CC=3C2)(=O)=O)=CC=1. The catalyst is N1C=CC=CC=1. The product is [CH3:35][C:25]1[CH:30]=[CH:29][C:28]([S:31]([O:23][CH2:22][CH:21]([OH:24])[CH2:20][C:10]2[CH:11]=[C:12]([Cl:19])[C:13]3[C:18](=[CH:17][CH:16]=[CH:15][CH:14]=3)[C:9]=2[O:8][CH2:1][C:2]2[CH:3]=[CH:4][CH:5]=[CH:6][CH:7]=2)(=[O:33])=[O:32])=[CH:27][CH:26]=1. The yield is 0.800. (7) The reactants are [NH2:1][C:2]1[CH:3]=[C:4]([C:9]2[C:10](=[O:33])[N:11]([CH:30]([CH3:32])[CH3:31])[C:12]3[C:17]([CH:18]=2)=[CH:16][N:15]=[C:14]([N:19](CC2C=CC(OC)=CC=2)[CH3:20])[CH:13]=3)[CH:5]=[CH:6][C:7]=1[F:8].C(O)(C(F)(F)F)=O. The catalyst is C(Cl)Cl. The product is [NH2:1][C:2]1[CH:3]=[C:4]([C:9]2[C:10](=[O:33])[N:11]([CH:30]([CH3:31])[CH3:32])[C:12]3[C:17]([CH:18]=2)=[CH:16][N:15]=[C:14]([NH:19][CH3:20])[CH:13]=3)[CH:5]=[CH:6][C:7]=1[F:8]. The yield is 0.320. (8) The reactants are [C:1]([O:5][C:6]([NH:8][C:9]1([C:13]2[CH:18]=[CH:17][C:16]([C:19]3[N:20]=[C:21]4[CH:26]=[C:25]([C:27](O)=[O:28])[CH:24]=[CH:23][N:22]4[C:30]=3[C:31]3[CH:36]=[CH:35][CH:34]=[CH:33][CH:32]=3)=[CH:15][CH:14]=2)[CH2:12][CH2:11][CH2:10]1)=[O:7])([CH3:4])([CH3:3])[CH3:2].C1CN([P+]([O:53][N:54]2N=NC3C=CC=C[C:55]2=3)(N2CCCC2)N2CCCC2)CC1.F[P-](F)(F)(F)(F)F.[CH3:70]N(C=O)C. No catalyst specified. The product is [C:1]([O:5][C:6](=[O:7])[NH:8][C:9]1([C:13]2[CH:14]=[CH:15][C:16]([C:19]3[N:20]=[C:21]4[CH:26]=[C:25]([C:27](=[O:28])[N:54]([O:53][CH3:70])[CH3:55])[CH:24]=[CH:23][N:22]4[C:30]=3[C:31]3[CH:36]=[CH:35][CH:34]=[CH:33][CH:32]=3)=[CH:17][CH:18]=2)[CH2:12][CH2:11][CH2:10]1)([CH3:4])([CH3:3])[CH3:2]. The yield is 0.760.